From a dataset of Peptide-MHC class II binding affinity with 134,281 pairs from IEDB. Regression. Given a peptide amino acid sequence and an MHC pseudo amino acid sequence, predict their binding affinity value. This is MHC class II binding data. (1) The peptide sequence is GDEQKLRSAGELELQFRRVK. The MHC is DRB1_0401 with pseudo-sequence DRB1_0401. The binding affinity (normalized) is 0.435. (2) The peptide sequence is NSVIQALTSLGLLYT. The MHC is DRB1_1302 with pseudo-sequence DRB1_1302. The binding affinity (normalized) is 0.598. (3) The peptide sequence is VFHTLWHTTKGAALM. The MHC is DRB4_0101 with pseudo-sequence DRB4_0103. The binding affinity (normalized) is 0.0103. (4) The peptide sequence is LPIGTRSVETDKGPL. The MHC is HLA-DQA10501-DQB10302 with pseudo-sequence HLA-DQA10501-DQB10302. The binding affinity (normalized) is 0.351. (5) The peptide sequence is LKKEVSETQHGTILV. The MHC is DRB1_1101 with pseudo-sequence DRB1_1101. The binding affinity (normalized) is 0.